Dataset: Full USPTO retrosynthesis dataset with 1.9M reactions from patents (1976-2016). Task: Predict the reactants needed to synthesize the given product. (1) The reactants are: FC(F)(F)C(NC1C=CC(C#[C:13][CH2:14][CH2:15][CH2:16][CH2:17][OH:18])=CC=1)=O.I[C:22]1[CH:23]=[C:24]([N+:28]([O-:30])=[O:29])[CH:25]=[CH:26][CH:27]=1. Given the product [N+:28]([C:24]1[CH:23]=[C:22]([C:13]#[C:14][CH2:15][CH2:16][CH2:17][OH:18])[CH:27]=[CH:26][CH:25]=1)([O-:30])=[O:29], predict the reactants needed to synthesize it. (2) Given the product [CH2:25]([NH:27][C:18]([C:17]1[CH:21]=[CH:22][C:14]([N:11]2[CH2:10][CH2:9][N:8]([C:6]([O:5][C:1]([CH3:3])([CH3:2])[CH3:4])=[O:7])[CH2:13][CH2:12]2)=[C:15]([CH3:23])[CH:16]=1)=[O:20])[CH3:26], predict the reactants needed to synthesize it. The reactants are: [C:1]([O:5][C:6]([N:8]1[CH2:13][CH2:12][N:11]([C:14]2[CH:22]=[CH:21][C:17]([C:18]([OH:20])=O)=[CH:16][C:15]=2[CH3:23])[CH2:10][CH2:9]1)=[O:7])([CH3:4])([CH3:3])[CH3:2].Cl.[CH2:25]([NH2:27])[CH3:26].Cl.C(N=C=NCCCN(C)C)C.O.N1(O)C2C=CC=CC=2N=N1.CN1CCOCC1.